Regression. Given two drug SMILES strings and cell line genomic features, predict the synergy score measuring deviation from expected non-interaction effect. From a dataset of NCI-60 drug combinations with 297,098 pairs across 59 cell lines. Drug 1: CN(C)N=NC1=C(NC=N1)C(=O)N. Drug 2: C1=CN(C(=O)N=C1N)C2C(C(C(O2)CO)O)O.Cl. Cell line: NCI/ADR-RES. Synergy scores: CSS=24.6, Synergy_ZIP=-6.34, Synergy_Bliss=-2.25, Synergy_Loewe=-66.4, Synergy_HSA=-2.43.